This data is from Full USPTO retrosynthesis dataset with 1.9M reactions from patents (1976-2016). The task is: Predict the reactants needed to synthesize the given product. (1) Given the product [CH2:25]([N:17]([CH:14]1[CH2:15][CH2:16][C:11]([C:5]2[C:4]3[C:8](=[CH:9][CH:10]=[C:2]([NH:1][C:33]([C:29]4[S:28][CH:32]=[CH:31][CH:30]=4)=[NH:34])[CH:3]=3)[NH:7][CH:6]=2)=[CH:12][CH2:13]1)[C:18](=[O:24])[O:19][C:20]([CH3:21])([CH3:22])[CH3:23])[CH3:26], predict the reactants needed to synthesize it. The reactants are: [NH2:1][C:2]1[CH:3]=[C:4]2[C:8](=[CH:9][CH:10]=1)[NH:7][CH:6]=[C:5]2[C:11]1[CH2:16][CH2:15][CH:14]([N:17]([CH2:25][CH3:26])[C:18](=[O:24])[O:19][C:20]([CH3:23])([CH3:22])[CH3:21])[CH2:13][CH:12]=1.I.[S:28]1[CH:32]=[CH:31][CH:30]=[C:29]1[C:33](SC)=[NH:34]. (2) Given the product [F:35][C:36]1[CH:41]=[CH:40][C:39]([N+:42]([O-:44])=[O:43])=[CH:38][C:37]=1[C:45]1([CH3:51])[CH2:48][CH2:49][O:50][CH2:46]1, predict the reactants needed to synthesize it. The reactants are: C1(P(C2C=CC=CC=2)C2C=CC=CC=2)C=CC=CC=1.S(OS(C(F)(F)F)(=O)=O)(C(F)(F)F)(=O)=O.[F:35][C:36]1[CH:41]=[CH:40][C:39]([N+:42]([O-:44])=[O:43])=[CH:38][C:37]=1[C:45]([CH3:51])([CH2:48][CH2:49][OH:50])[CH2:46]O.C(=O)([O-])[O-].[K+].[K+]. (3) The reactants are: [CH3:1][O:2][C:3]1[CH:8]=[C:7]([O:9][CH3:10])[CH:6]=[CH:5][C:4]=1[C:11]1[CH:15]=[CH:14][NH:13][N:12]=1.Br[C:17]1[CH:18]=[CH:19][C:20]([CH3:29])=[C:21]([CH2:23][NH:24][C:25](=[O:28])[O:26][CH3:27])[CH:22]=1.C(=O)([O-])[O-].[K+].[K+].CNC1CCCCC1NC. Given the product [CH3:1][O:2][C:3]1[CH:8]=[C:7]([O:9][CH3:10])[CH:6]=[CH:5][C:4]=1[C:11]1[CH:15]=[CH:14][N:13]([C:17]2[CH:18]=[CH:19][C:20]([CH3:29])=[C:21]([CH2:23][NH:24][C:25](=[O:28])[O:26][CH3:27])[CH:22]=2)[N:12]=1, predict the reactants needed to synthesize it. (4) Given the product [OH:8][C:4]1[N:3]=[C:2]([C:20]2[N:21]3[CH:26]=[C:25]([C:27]#[N:28])[CH:24]=[CH:23][C:22]3=[N:18][CH:19]=2)[CH:7]=[N:6][CH:5]=1, predict the reactants needed to synthesize it. The reactants are: Cl[C:2]1[CH:7]=[N:6][CH:5]=[C:4]([O:8]CC2C=CC(OC)=CC=2)[N:3]=1.[N:18]1[CH:19]=[CH:20][N:21]2[CH:26]=[C:25]([C:27]#[N:28])[CH:24]=[CH:23][C:22]=12.C([O-])(=O)C.[K+]. (5) The reactants are: I[C:2]1[CH:7]=[CH:6][C:5]([CH:8]([CH3:17])[CH2:9][NH:10][S:11]([CH:14]([CH3:16])[CH3:15])(=[O:13])=[O:12])=[CH:4][CH:3]=1.[C:18]([OH:24])#[C:19][CH2:20][CH2:21][CH2:22][CH3:23].CCN(CC)CC. Given the product [OH:24][CH2:18][CH2:19][CH2:20][CH2:21][C:22]#[C:23][C:2]1[CH:7]=[CH:6][C:5]([CH:8]([CH3:17])[CH2:9][NH:10][S:11]([CH:14]([CH3:16])[CH3:15])(=[O:13])=[O:12])=[CH:4][CH:3]=1, predict the reactants needed to synthesize it.